This data is from Reaction yield outcomes from USPTO patents with 853,638 reactions. The task is: Predict the reaction yield, written as a fraction of the theoretical maximum amount of product (1.0 means a 100% yield; for example, 0.34 means a 34% yield). (1) The reactants are [H-].[Na+].[Br:3][C:4]1[CH:9]=[C:8]([F:10])[CH:7]=[CH:6][C:5]=1[CH2:11][C:12]#N.[CH3:14]I.C[N:17]([CH3:20])C=O. No catalyst specified. The product is [Br:3][C:4]1[CH:9]=[C:8]([F:10])[CH:7]=[CH:6][C:5]=1[C:11]([CH3:12])([CH3:14])[C:20]#[N:17]. The yield is 0.650. (2) The reactants are Br[C:2]1[CH:3]=[N:4][CH:5]=[C:6]2[C:11]=1[N:10]=[C:9]([C:12]([NH2:14])=[O:13])[CH:8]=[CH:7]2.[O:15]1[CH2:20][CH2:19][O:18][C:17]2[CH:21]=[C:22](B(O)O)[CH:23]=[CH:24][C:16]1=2.C(=O)([O-])[O-].[Cs+].[Cs+]. The catalyst is O1CCOCC1.O.C1(P([C-]2C=CC=C2)C2C=CC=CC=2)C=CC=CC=1.[C-]1(P(C2C=CC=CC=2)C2C=CC=CC=2)C=CC=C1.[Fe+2].[Pd](Cl)Cl. The product is [O:15]1[CH2:20][CH2:19][O:18][C:17]2[CH:21]=[C:22]([C:2]3[CH:3]=[N:4][CH:5]=[C:6]4[C:11]=3[N:10]=[C:9]([C:12]([NH2:14])=[O:13])[CH:8]=[CH:7]4)[CH:23]=[CH:24][C:16]1=2. The yield is 0.820. (3) The reactants are Cl[C:2]1[N:7]=[C:6]([C:8]2[S:12][C:11]([C:13]([CH3:16])([CH3:15])[CH3:14])=[N:10][C:9]=2[C:17]2[C:18]([F:35])=[C:19]([NH:23][S:24]([C:27]3[C:32]([F:33])=[CH:31][CH:30]=[CH:29][C:28]=3[F:34])(=[O:26])=[O:25])[CH:20]=[CH:21][CH:22]=2)[CH:5]=[CH:4][N:3]=1.[CH2:36](N(CC)CC)[CH3:37]. The catalyst is C(O)CC.C1C=CC(P(C2C=CC=CC=2)[C-]2C=CC=C2)=CC=1.C1C=CC(P(C2C=CC=CC=2)[C-]2C=CC=C2)=CC=1.Cl[Pd]Cl.[Fe+2]. The product is [CH3:14][C:13]([C:11]1[S:12][C:8]([C:6]2[CH:5]=[CH:4][N:3]=[C:2]([CH:36]=[CH2:37])[N:7]=2)=[C:9]([C:17]2[C:18]([F:35])=[C:19]([NH:23][S:24]([C:27]3[C:32]([F:33])=[CH:31][CH:30]=[CH:29][C:28]=3[F:34])(=[O:26])=[O:25])[CH:20]=[CH:21][CH:22]=2)[N:10]=1)([CH3:16])[CH3:15]. The yield is 0.840. (4) The reactants are [C:1]([O:5][C:6](=[O:14])[NH:7][C:8]1[CH:13]=[CH:12][CH:11]=[CH:10][CH:9]=1)([CH3:4])([CH3:3])[CH3:2].[Li]C(C)(C)C.[C:20]1(=[O:24])[CH2:23][CH2:22][CH2:21]1. The catalyst is CCOCC. The product is [OH:24][C:20]1([C:13]2[CH:12]=[CH:11][CH:10]=[CH:9][C:8]=2[NH:7][C:6](=[O:14])[O:5][C:1]([CH3:4])([CH3:2])[CH3:3])[CH2:23][CH2:22][CH2:21]1. The yield is 0.320. (5) The reactants are [F:1][C:2]([F:22])([F:21])[C:3](N1CCC2C(=CC3NC(=O)C=NC=3C=2)CC1)=[O:4].[Cl:23][C:24]1[CH:25]=[N:26][C:27]2[CH:28]=[C:29]3[CH2:38][CH2:37][NH:36][CH2:35][CH2:34][C:30]3=[CH:31][C:32]=2[N:33]=1.C(=O)(O)[O-:40].[Na+].C(=O)([O-])[O-].[K+].[K+]. The yield is 0.100. The catalyst is P(Cl)(Cl)(Cl)=O.CCOCC. The product is [F:1][C:2]([F:22])([F:21])[C:3]([OH:40])=[O:4].[Cl:23][C:24]1[CH:25]=[N:26][C:27]2[CH:28]=[C:29]3[CH2:38][CH2:37][NH:36][CH2:35][CH2:34][C:30]3=[CH:31][C:32]=2[N:33]=1.